From a dataset of Catalyst prediction with 721,799 reactions and 888 catalyst types from USPTO. Predict which catalyst facilitates the given reaction. (1) Reactant: C([O:3][P:4]([CH2:9][CH2:10][N:11]1[CH2:19][CH2:18][CH2:17][NH:16][C:15]2[C:14](=[O:20])[C:13](=[O:21])[C:12]1=2)(=[O:8])[O:5]CC)C.O.C(#N)C. Product: [CH2:18]1[CH2:19][N:11]([CH2:10][CH2:9][P:4]([OH:5])([OH:8])=[O:3])[C:12]2=[C:13]([OH:21])[C:14](=[O:20])[C:15]2=[N:16][CH2:17]1. The catalyst class is: 33. (2) Reactant: [CH3:1][C:2](=O)[C@@H:3]1[C@:20]2([CH3:21])[C@H:6]([C@H:7]3[C@H:17]([CH2:18][CH2:19]2)[C@:15]2([CH3:16])[C@H:10]([CH2:11][CH2:12][CH2:13][CH2:14]2)[CH2:9][CH2:8]3)[CH2:5][CH2:4]1.C(O)C.[NH2:26][OH:27].C([O-])(=O)C.[Na+]. Product: [CH3:1][C:2](=[N:26][OH:27])[C@@H:3]1[C@:20]2([CH3:21])[C@H:6]([C@H:7]3[C@H:17]([CH2:18][CH2:19]2)[C@:15]2([CH3:16])[C@H:10]([CH2:11][CH2:12][CH2:13][CH2:14]2)[CH2:9][CH2:8]3)[CH2:5][CH2:4]1. The catalyst class is: 46. (3) Reactant: C(C[CH2:7][N:8]([CH3:28])[CH2:9][C@H:10]1[O:14][C@@H:13]([N:15]2[C:24]3[N:23]=[CH:22][N:21]=[C:19]([NH2:20])[C:18]=3[N:17]=[C:16]2[CH3:25])[C@H:12]([OH:26])[C@@H:11]1[OH:27])(OCC)=O.CNC[C@H]1O[C@@H](N2C3N=CN=C(N)C=3N=C2C)[C@H](O)[C@@H]1O.ClC[C:52]([O:54][CH2:55][CH3:56])=[O:53].CCN(C(C)C)C(C)C. Product: [C:52]([CH2:7][N:8]([CH3:28])[CH2:9][C@H:10]1[O:14][C@@H:13]([N:15]2[C:24]3[N:23]=[CH:22][N:21]=[C:19]([NH2:20])[C:18]=3[N:17]=[C:16]2[CH3:25])[C@H:12]([OH:26])[C@@H:11]1[OH:27])([O:54][CH2:55][CH3:56])=[O:53]. The catalyst class is: 3. (4) Reactant: OC(C(F)(F)F)=O.[Cl:8][C:9]1[N:17]=[C:16]2[C:12]([N:13]=[CH:14][NH:15]2)=[C:11]([NH:18][CH:19]2[CH2:24][CH2:23][CH2:22][CH:21]([NH2:25])[CH2:20]2)[N:10]=1.CCN(C(C)C)C(C)C.CN(C(ON1N=NC2C=CC=NC1=2)=[N+](C)C)C.F[P-](F)(F)(F)(F)F.[C:59]([C:63]1[CH:71]=[CH:70][C:66]([C:67](O)=[O:68])=[CH:65][CH:64]=1)([CH3:62])([CH3:61])[CH3:60]. Product: [C:59]([C:63]1[CH:64]=[CH:65][C:66]([C:67]([NH:25][CH:21]2[CH2:22][CH2:23][CH2:24][CH:19]([NH:18][C:11]3[N:10]=[C:9]([Cl:8])[N:17]=[C:16]4[C:12]=3[N:13]=[CH:14][NH:15]4)[CH2:20]2)=[O:68])=[CH:70][CH:71]=1)([CH3:62])([CH3:60])[CH3:61]. The catalyst class is: 18. (5) Reactant: [N+:1]([O-:4])(O)=[O:2].[CH2:5]([O:12][C:13]1[CH:14]=[CH:15][C:16]([OH:22])=[C:17]([C:19](=[O:21])[CH3:20])[CH:18]=1)[C:6]1[CH:11]=[CH:10][CH:9]=[CH:8][CH:7]=1. Product: [CH2:5]([O:12][C:13]1[CH:14]=[C:15]([N+:1]([O-:4])=[O:2])[C:16]([OH:22])=[C:17]([C:19](=[O:21])[CH3:20])[CH:18]=1)[C:6]1[CH:7]=[CH:8][CH:9]=[CH:10][CH:11]=1. The catalyst class is: 15. (6) Reactant: [NH2:1][C:2]([NH:4][C:5]1[NH:6][C:7]2[C:12]([C:13]=1[C:14]([NH2:16])=[O:15])=[CH:11][CH:10]=[C:9]([C:17]([O:19]C)=[O:18])[CH:8]=2)=[O:3].CO.O. Product: [NH2:1][C:2]([NH:4][C:5]1[NH:6][C:7]2[C:12]([C:13]=1[C:14](=[O:15])[NH2:16])=[CH:11][CH:10]=[C:9]([C:17]([OH:19])=[O:18])[CH:8]=2)=[O:3]. The catalyst class is: 7.